This data is from M1 muscarinic receptor antagonist screen with 61,756 compounds. The task is: Binary Classification. Given a drug SMILES string, predict its activity (active/inactive) in a high-throughput screening assay against a specified biological target. (1) The compound is s1c2c(n(c(c2)C(OC(CC)C(=O)NCc2occc2)=O)C)cc1. The result is 0 (inactive). (2) The molecule is O(c1c2c([nH]c(c2NC(OCC)=O)C(OC)=O)ccc1)C. The result is 0 (inactive). (3) The compound is O1C(CCC1)CNc1ncnc2c3c4c(CCC4)c(nc3oc12)C(C)C. The result is 0 (inactive). (4) The result is 0 (inactive). The molecule is S(=O)(=O)(Nc1ccc(O)cc1)c1c2ncccc2ccc1. (5) The result is 0 (inactive). The drug is S(=O)(=O)(NCC1N(CCC1)CC)c1ccc(cc1)C(=O)Nc1ccccc1.